From a dataset of Experimentally validated miRNA-target interactions with 360,000+ pairs, plus equal number of negative samples. Binary Classification. Given a miRNA mature sequence and a target amino acid sequence, predict their likelihood of interaction. (1) The miRNA is hsa-miR-4735-5p with sequence CCUAAUUUGAACACCUUCGGUA. The protein sequence of the target gene is MAASRSAGEAGPGGSQGRVVRMKRRGGRGPRRGPAGGGEKALKRLKLAVEEFVHATSEGEAPGGCEGRGAPVSFRPGGRKSRKELRKEKRHLRKARRLQRTAGPEQGPGLGGRSGAEEASGHRQDTEERARPAPSRDPSPPRKPRPSRVKAKATAATAKTRPSAAATAAARKRALLAANEEEDREIRKLERCLGLNKRKKKDGSSSVPLSFARDGLDYILGALESGKNSGLYDSSGEEEEDAGQTLPESDLESDSQDESEEEEEGDVEKEKKAQEAEAQSEDDDEDTEEEQGEEKEKGAQ.... Result: 1 (interaction). (2) The miRNA is hsa-miR-6793-5p with sequence UGUGGGUUCUGGGUUGGGGUGA. The protein sequence of the target gene is MEIGSAGPIGAQPLFIVPRRPGYGTMGKPIKLLANCFQVEIPKIDVYLYEVDIKPDKCPRRVNREVVDSMVQHFKVTIFGDRRPVYDGKRSLYTANPLPVATTGVDLDVTLPGEGGKDRPFKVSVKFVSRVSWHLLHEALAGGTLPEPLELDKPVSTNPVHAVDVVLRHLPSMKYTPVGRSFFSAPEGYDHPLGGGREVWFGFHQSVRPAMWKMMLNIDVSATAFYKAQPVIQFMCEVLDIHNIDEQPRPLTDSHRVKFTKEIKGLKVEVTHCGTMRRKYRVCNVTRRPASHQTFPLQLE.... Result: 0 (no interaction). (3) The miRNA is hsa-miR-6796-5p with sequence UUGUGGGGUUGGAGAGCUGGCUG. The protein sequence of the target gene is MSFPKYKPSSLRTLPETLDPAEYNISPETRRAQAERLAIRAQLKREYLLQYNDPNRRGLIENPALLRWAYARTINVYPNFRPTPKNSLMGALCGFGPLIFIYYIIKTERDRKEKLIQEGKLDRTFHLSY. Result: 0 (no interaction). (4) The miRNA is hsa-miR-324-3p with sequence CCCACUGCCCCAGGUGCUGCUGG. The protein sequence of the target gene is MLSSFPVVLLETMSHYTDEPRFTIEQIDLLQRLRRTGMTKHEILHALETLDRLDQEHSDKFGRRSSYGGSSYGNSTNNVPASSSTATASTQTQHSGMSPSPSNSYDTSPQPCTTNQNGRENNERLSTSNGKMSPTRYHANSMGQRSYSFEASEEDLDVDDKVEELMRRDSSVIKEEIKAFLANRRISQAVVAQVTGISQSRISHWLLQQGSDLSEQKKRAFYRWYQLEKTNPGATLSMRPAPIPIEDPEWRQTPPPVSATSGTFRLRRGSRFTWRKECLAVMESYFNENQYPDEAKREEI.... Result: 0 (no interaction). (5) The miRNA is mmu-miR-1968-5p with sequence UGCAGCUGUUAAGGAUGGUGGACU. The protein sequence of the target gene is MAAPGRLLLRPRPGGLLLLLPGLLLPLADAFNLDVESPAEYAGPEGSYFGFAVDFFEPSTSSRMFLLVGAPKANTTQPGIVEGGQVLKCECSSSRRCQPIEFDSTGNRDYAKDDPLEFKSHQWFGASVRSKQDKILACAPLYHWRTEMKQEREPVGTCFLQDGTKTVEYAPCRSKNIDADGQGFCQGGFSIDFTKADRVLLGGPGSFYWQGQLISDQVAEIISKYDPNVYSIKYNNQLATRTAQAIFDDSYLGYSVAVGDFNGDGIEDFVSGVPRAARTLGMVYIYDGKNMSSLHNFTGE.... Result: 1 (interaction). (6) The miRNA is hsa-miR-193a-3p with sequence AACUGGCCUACAAAGUCCCAGU. The protein sequence of the target gene is MDLPAVLAAPATRGDQHGGGPSRLRRGAGPSLGAGPGRRRLLLLRGPEDGGPGPRPEEAPGPSPPPPEDGGDSFVVLLEVPRAADTHGQEEAEPDSGASPTEQVPAAAPGAALAGTVTIHNQDLLVRFDRGVFTLAAAPAPAAPSLHPATTPGLEPSSAAASRRGPVAASAGSPAYRCPEPQCALSFAKKHQLKVHLLTHGSLQGRRPFKCPLDGCGWAFTTSYKLKRHLQSHDKLRPFSCPVGGCGKKFTTVYNLKAHMKGHEQESLFKCEVCAERFPTHAKLNSHQRSHFEPERPYKC.... Result: 0 (no interaction). (7) The miRNA is hsa-miR-19b-1-5p with sequence AGUUUUGCAGGUUUGCAUCCAGC. The protein sequence of the target gene is MNSVGEACTDMKREYDQCFNRWFAEKFLKGDSSGDPCTDLFKRYQQCVQKAIKEKEIPIEGLEFMGHGKEKPENSS. Result: 0 (no interaction). (8) The miRNA is hsa-miR-1260a with sequence AUCCCACCUCUGCCACCA. The protein sequence of the target gene is MTSTVQSPLYSRVFSAVFYGVISVLIVFVNKILLTNYKFPSFLFVGVGQMMATILILFFAKMFRIVQFPSLDSSIPRKIMPLPLLYFFNLISGLGGTQMINLPMFTVLRRFSILMTMILEFYILNVKASKAVKISVGLMIGGSFIAAIYDLSFDALGYTMIFINNICTAALGVYTKQKLDAKDLGKYGLMFYNCLFMLLPALCVVQYTGDLDRAYSFMLSDSMTSSVWTCFLLSCICGFVLNYSLVLCTHHNSALTTTCVGPIKNLFVTYVGMFSSGDYVFQWANFTGINVSVFGSILYT.... Result: 0 (no interaction). (9) The miRNA is mmu-miR-7233-3p with sequence UAUUGUCUGCCUUUAGGUCUAC. The protein sequence of the target gene is MAPKKKTIKKNKAEINEMTIIVEDSPLSKLNALNGLLEGSNSLSCVSSELTDTSYGPNLLEGLSKMRQESFLCDLVIGTKTKSFDVHKSVMASCSEYFYNILKNDPSTKRVDLNDIAPLGLATVIAYAYTGKLTLSLYTIGSIISAAVYLQIHTLVKMCSDFLIREISVENCMYVVNIAETYSLKNAKATAQKFIRDNFIEFAESEQFMKLTFEQINELLVDDDLQLPSELVAFQIAMKWLEFDQKRVKHAADLLSNIRFGTISAQDLVNYVQTVPRMMQDADCHKLLVDAMNYHLLPYH.... Result: 0 (no interaction).